Predict the reactants needed to synthesize the given product. From a dataset of Full USPTO retrosynthesis dataset with 1.9M reactions from patents (1976-2016). (1) Given the product [NH2:2][CH2:1][CH:3]([C:8]1[CH:13]=[CH:12][C:11]([N+:14]([O-:16])=[O:15])=[C:10]([O:17][CH3:18])[CH:9]=1)[CH2:4][OH:5], predict the reactants needed to synthesize it. The reactants are: [C:1]([CH:3]([C:8]1[CH:13]=[CH:12][C:11]([N+:14]([O-:16])=[O:15])=[C:10]([O:17][CH3:18])[CH:9]=1)[C:4](OC)=[O:5])#[N:2].C([O-])(O)=O.[Na+]. (2) Given the product [CH2:15]([N:22]1[C:34]2[C:33]3[CH:32]=[C:31]([O:35][CH3:36])[C:30]([C:37]4[C:38]([CH3:43])=[N:39][O:40][C:41]=4[CH3:42])=[CH:29][C:28]=3[N:27]=[C:26]([CH2:44][N:47]3[CH2:52][CH2:51][O:50][CH2:49][CH2:48]3)[C:25]=2[O:24][C:23]1=[O:46])[C:16]1[CH:21]=[CH:20][CH:19]=[CH:18][CH:17]=1, predict the reactants needed to synthesize it. The reactants are: [BH-](OC(C)=O)(OC(C)=O)OC(C)=O.[Na+].[CH2:15]([N:22]1[C:34]2[C:33]3[CH:32]=[C:31]([O:35][CH3:36])[C:30]([C:37]4[C:38]([CH3:43])=[N:39][O:40][C:41]=4[CH3:42])=[CH:29][C:28]=3[N:27]=[C:26]([CH:44]=O)[C:25]=2[O:24][C:23]1=[O:46])[C:16]1[CH:21]=[CH:20][CH:19]=[CH:18][CH:17]=1.[NH:47]1[CH2:52][CH2:51][O:50][CH2:49][CH2:48]1.C([O-])(O)=O.[Na+].